This data is from Peptide-MHC class II binding affinity with 134,281 pairs from IEDB. The task is: Regression. Given a peptide amino acid sequence and an MHC pseudo amino acid sequence, predict their binding affinity value. This is MHC class II binding data. (1) The peptide sequence is KLGEVSWEEEA. The MHC is DRB4_0103 with pseudo-sequence DRB4_0103. The binding affinity (normalized) is 0. (2) The peptide sequence is IVLASAALGPLIEGN. The MHC is DRB1_1301 with pseudo-sequence DRB1_1301. The binding affinity (normalized) is 0.409. (3) The binding affinity (normalized) is 0.563. The peptide sequence is ALFYKLDVVPID. The MHC is DRB1_1602 with pseudo-sequence DRB1_1602. (4) The peptide sequence is STGGAYESYKFIPALEAAVK. The MHC is DRB4_0101 with pseudo-sequence DRB4_0103. The binding affinity (normalized) is 0.434. (5) The peptide sequence is WFVTHPLQVLLISLA. The MHC is H-2-IAd with pseudo-sequence H-2-IAd. The binding affinity (normalized) is 0.679. (6) The peptide sequence is AVSGDDCVVRPIDDR. The MHC is HLA-DQA10303-DQB10402 with pseudo-sequence HLA-DQA10303-DQB10402. The binding affinity (normalized) is 0.330. (7) The peptide sequence is LKKLVFGYRKPLDNI. The MHC is DRB5_0101 with pseudo-sequence DRB5_0101. The binding affinity (normalized) is 0.392. (8) The peptide sequence is RGILKRNSSSSSTDS. The MHC is DRB1_0101 with pseudo-sequence DRB1_0101. The binding affinity (normalized) is 0. (9) The peptide sequence is YKDVDKPPFSGMTGC. The MHC is HLA-DPA10103-DPB10401 with pseudo-sequence HLA-DPA10103-DPB10401. The binding affinity (normalized) is 0.0463.